This data is from Drug-target binding data from BindingDB using IC50 measurements. The task is: Regression. Given a target protein amino acid sequence and a drug SMILES string, predict the binding affinity score between them. We predict pIC50 (pIC50 = -log10(IC50 in M); higher means more potent). Dataset: bindingdb_ic50. (1) The drug is COc1ccc(C)cc1S(=O)(=O)N1CCCc2ccc(C(=O)Nc3ccc(CC(=O)O)cc3)cc21. The target protein (P18886) has sequence MMPRLLFRAWPRCPSLVLGAPSRPLSAVSGPDDYLQHSIVPTMHYQDSLPRLPIPKLEDTMKRYLNAQKPLLDDSQFRRTEALCKNFETGVGKELHAHLLAQDKQNKHTSYISGPWFDMYLTARDSIVLNFNPFMAFNPDPKSEYNDQLTRATNLTVSAVRFLKTLQAGLLEPEVFHLNPSKSDTDAFKRLIRFVPPSLSWYGAYLVNAYPLDMSQYFRLFNSTRIPRPNRDELFTDTKARHLLVLRKGHFYVFDVLDQDGNIVNPLEIQAHLKYILSDSSPVPEFPVAYLTSENRDVWAELRQKLIFDGNEETLKKVDSAVFCLCLDDFPMKDLIHLSHTMLHGDGTNRWFDKSFNLIVAEDGTAAVHFEHSWGDGVAVLRFFNEVFRDSTQTPAITPQSQPAATNSSASVETLSFNLSGALKAGITAAKEKFDTTVKTLSIDSIQFQRGGKEFLKKKQLSPDAVAQLAFQMAFLRQYGQTVATYESCSTAAFKHGRTE.... The pIC50 is 4.8. (2) The compound is CC[C@H](C)[C@H](NC(=O)[C@H](C)NC(=O)[C@@H](NC(=O)[C@H](CCC(N)=O)NC(=O)[C@@H]1CCCN1C(=O)[C@H](Cc1ccccc1)NC(=O)[C@@H](N[C@@H](Cc1cnc[nH]1)C(=O)N[C@@H](Cc1ccccc1)C(=O)[C@@H]1CCCN1C(=O)[C@H](CC(N)=O)NC(=O)[C@H](Cc1ccccc1)NC(=O)[C@H](CC(=O)O)NC(=O)[C@H](CCC(N)=O)NC(=O)[C@@H](NC(=O)[C@H](Cc1ccc(O)cc1)NC(=O)[C@@H](NC(=O)CNC(=O)[C@H](CC(C)C)NC(=O)[C@H](CCSC)NC(=O)[C@H](CS)NC(=O)[C@@H](NC(=O)[C@H](CO)NC(=O)[C@H](CC(C)C)NC(=O)[C@H](CC(N)=O)NC(=O)CNC(=O)[C@@H](N)CS)[C@@H](C)O)[C@@H](C)O)[C@@H](C)O)[C@@H](C)O)[C@H](C)O)C(=O)NCC(=O)N[C@H](C(=O)NCC(=O)N[C@@H](C)C(=O)N1CCC[C@H]1C(N)=O)C(C)C. The target protein (P32214) has sequence MRFLLLNRFTLLLLLLVSPTPVLQAPTNLTDSGLDQEPFLYLVGRKKLLDAQYKCYDRIQQLPPYEGEGPYCNRTWDGWMCWDDTPAGVMSYQHCPDYFPDFDPTEKVSKYCDENGEWFRHPDSNRTWSNYTLCNAFTPDKLHNAYVLYYLALVGHSMSIAALIASMGIFLFFKNLSCQRVTLHKNMFLTYILNSIIIIIHLVEVVPNGDLVRRDPMHIFHHNTYMWTMQWELSPPLPLSAHEGKMDPHDSEVISCKILHFFHQYMMACNYFWMLCEGIYLHTLIVMAVFTEDQRLRWYYLLGWGFPIVPTIIHAITRAVYYNDNCWLSTETHLLYIIHGPVMAALVVNFFFLLNIVRVLVTKMRQTHEAEAYMYLKAVKATMVLVPLLGIQFVVFPWRPSNKVLGKIYDYLMHSLIHFQGFFVATIYCFCNHEVQVTLKRQWAQFKIQWSHRWGRRRRPTNRVVSAPRAVAFAEPGGLPIYICHQEPRNPPVSNNEGEE.... The pIC50 is 5.7. (3) The compound is CC(=O)N1CCC[C@H]1C(=O)N[C@H](CCOC(=O)c1c(C)cccc1C)CC(=O)O. The pIC50 is 3.0. The target protein (P10605) has sequence MWWSLILLSCLLALTSAHDKPSFHPLSDDLINYINKQNTTWQAGRNFYNVDISYLKKLCGTVLGGPKLPGRVAFGEDIDLPETFDAREQWSNCPTIGQIRDQGSCGSCWAFGAVEAISDRTCIHTNGRVNVEVSAEDLLTCCGIQCGDGCNGGYPSGAWSFWTKKGLVSGGVYNSHVGCLPYTIPPCEHHVNGSRPPCTGEGDTPRCNKSCEAGYSPSYKEDKHFGYTSYSVSNSVKEIMAEIYKNGPVEGAFTVFSDFLTYKSGVYKHEAGDMMGGHAIRILGWGVENGVPYWLAANSWNLDWGDNGFFKILRGENHCGIESEIVAGIPRTDQYWGRF.